Dataset: Full USPTO retrosynthesis dataset with 1.9M reactions from patents (1976-2016). Task: Predict the reactants needed to synthesize the given product. (1) Given the product [C:1]([C:5]1[CH:6]=[C:7]2[C:12](=[C:13]([F:15])[CH:14]=1)[C:11](=[O:16])[N:10]([C:17]1[CH:24]=[CH:23][CH:22]=[C:21]([Cl:25])[C:18]=1[CH2:19][OH:20])[N:9]=[CH:8]2)([CH3:4])([CH3:2])[CH3:3], predict the reactants needed to synthesize it. The reactants are: [C:1]([C:5]1[CH:6]=[C:7]2[C:12](=[C:13]([F:15])[CH:14]=1)[C:11](=[O:16])[N:10]([C:17]1[CH:24]=[CH:23][CH:22]=[C:21]([Cl:25])[C:18]=1[CH:19]=[O:20])[N:9]=[CH:8]2)([CH3:4])([CH3:3])[CH3:2].[BH4-].[Na+]. (2) Given the product [F:1][C:2]1[CH:7]=[C:6]([F:8])[CH:5]=[CH:4][C:3]=1[C:9]([OH:10])([CH2:11][N:33]1[CH:37]=[N:36][N:35]=[N:34]1)[C:12]([F:31])([F:32])[C:13]1[CH:14]=[CH:15][C:16]([CH:19]([OH:20])[C:21]2[CH:26]=[CH:25][C:24]([C:27]([F:28])([F:30])[F:29])=[CH:23][CH:22]=2)=[CH:17][N:18]=1, predict the reactants needed to synthesize it. The reactants are: [F:1][C:2]1[CH:7]=[C:6]([F:8])[CH:5]=[CH:4][C:3]=1[C:9]1([C:12]([F:32])([F:31])[C:13]2[N:18]=[CH:17][C:16]([CH:19]([C:21]3[CH:26]=[CH:25][C:24]([C:27]([F:30])([F:29])[F:28])=[CH:23][CH:22]=3)[OH:20])=[CH:15][CH:14]=2)[CH2:11][O:10]1.[NH:33]1[CH:37]=[N:36][N:35]=[N:34]1.C([O-])([O-])=O.[K+].[K+].